This data is from Reaction yield outcomes from USPTO patents with 853,638 reactions. The task is: Predict the reaction yield, written as a fraction of the theoretical maximum amount of product (1.0 means a 100% yield; for example, 0.34 means a 34% yield). (1) The reactants are [CH3:1][NH2:2].[Cl:3][C:4]1[CH:5]=[C:6]([CH:26]=[C:27]([Cl:29])[CH:28]=1)[O:7][C@@H:8]([CH2:23][CH2:24][CH3:25])[C@@H:9]([OH:22])[CH2:10]OS(C1C=CC(C)=CC=1)(=O)=O.[Cl-].[NH4+]. The catalyst is O1CCOCC1. The product is [ClH:3].[Cl:3][C:4]1[CH:5]=[C:6]([CH:26]=[C:27]([Cl:29])[CH:28]=1)[O:7][C@@H:8]([CH2:23][CH2:24][CH3:25])[C@@H:9]([OH:22])[CH2:10][NH:2][CH3:1]. The yield is 0.730. (2) The reactants are [CH2:1]([N:8]([CH2:31][C@@H:32]([C:34]1[CH:39]=[CH:38][C:37]([O:40][CH2:41][C:42]2[CH:47]=[CH:46][CH:45]=[CH:44][CH:43]=2)=[C:36]([N+:48]([O-])=O)[CH:35]=1)[OH:33])[C@@H:9]([CH2:12][C:13]1[CH:18]=[CH:17][C:16]([O:19][C:20]2[C:29]3[C:24](=[CH:25][CH:26]=[C:27]([F:30])[CH:28]=3)[N:23]=[CH:22][CH:21]=2)=[CH:15][CH:14]=1)[CH2:10][OH:11])[C:2]1[CH:7]=[CH:6][CH:5]=[CH:4][CH:3]=1.C(O)C.[Cl-].[NH4+].C(=O)([O-])O.[Na+]. The catalyst is [Fe].C(OCC)(=O)C.O. The product is [NH2:48][C:36]1[CH:35]=[C:34]([C@@H:32]([OH:33])[CH2:31][N:8]([CH2:1][C:2]2[CH:3]=[CH:4][CH:5]=[CH:6][CH:7]=2)[C@@H:9]([CH2:12][C:13]2[CH:18]=[CH:17][C:16]([O:19][C:20]3[C:29]4[C:24](=[CH:25][CH:26]=[C:27]([F:30])[CH:28]=4)[N:23]=[CH:22][CH:21]=3)=[CH:15][CH:14]=2)[CH2:10][OH:11])[CH:39]=[CH:38][C:37]=1[O:40][CH2:41][C:42]1[CH:47]=[CH:46][CH:45]=[CH:44][CH:43]=1. The yield is 1.03. (3) The catalyst is ClCCl. The reactants are [CH3:1][O:2][C:3](=[O:25])[CH2:4][C@@H:5]([NH:17]C(OC(C)(C)C)=O)[CH2:6][S:7][CH2:8][C:9]1[CH:14]=[CH:13][C:12]([O:15][CH3:16])=[CH:11][CH:10]=1.Cl.O1CCOCC1. The product is [CH3:1][O:2][C:3](=[O:25])[CH2:4][C@@H:5]([NH2:17])[CH2:6][S:7][CH2:8][C:9]1[CH:10]=[CH:11][C:12]([O:15][CH3:16])=[CH:13][CH:14]=1. The yield is 0.870. (4) The yield is 0.955. The reactants are [CH2:1]([N:5]([CH2:19][CH2:20][CH2:21][CH3:22])[C:6]1[CH:11]=[CH:10][C:9]([CH:12]=[CH:13][C:14]2[S:15][CH:16]=[CH:17][CH:18]=2)=[CH:8][CH:7]=1)[CH2:2][CH2:3][CH3:4].C([Li])CCC.CN(C)[CH:30]=[O:31].O. The product is [CH2:19]([N:5]([CH2:1][CH2:2][CH2:3][CH3:4])[C:6]1[CH:11]=[CH:10][C:9]([CH:12]=[CH:13][C:14]2[S:15][C:16]([CH:30]=[O:31])=[CH:17][CH:18]=2)=[CH:8][CH:7]=1)[CH2:20][CH2:21][CH3:22]. The catalyst is O1CCCC1. (5) The reactants are [Cl:1][C:2]1[CH:3]=[C:4]([C:8]2[N:9]=[C:10]([CH2:20][CH3:21])[S:11][C:12]=2[C:13]2[CH:18]=[CH:17][N:16]=[C:15](F)[CH:14]=2)[CH:5]=[CH:6][CH:7]=1.[C:22]1([C@@H:28]([NH2:30])[CH3:29])[CH:27]=[CH:26][CH:25]=[CH:24][CH:23]=1.C(=O)([O-])O.[Na+]. No catalyst specified. The product is [ClH:1].[Cl:1][C:2]1[CH:3]=[C:4]([C:8]2[N:9]=[C:10]([CH2:20][CH3:21])[S:11][C:12]=2[C:13]2[CH:18]=[CH:17][N:16]=[C:15]([NH:30][C@H:28]([C:22]3[CH:27]=[CH:26][CH:25]=[CH:24][CH:23]=3)[CH3:29])[CH:14]=2)[CH:5]=[CH:6][CH:7]=1. The yield is 0.560. (6) The reactants are [Cl-].[Al+3].[Cl-].[Cl-].[H-].[Al+3].[Li+].[H-].[H-].[H-].[Cl:11][C:12]1[CH:31]=[CH:30][C:15]2[O:16][C:17]3[CH:29]=[CH:28][CH:27]=[CH:26][C:18]=3[C@H:19]3[CH2:23][N:22]([CH3:24])[C:21](=O)[C@@H:20]3[C:14]=2[CH:13]=1.[OH-].[Na+]. The catalyst is O1CCCC1.O.C1(C)C=CC=CC=1. The product is [Cl:11][C:12]1[CH:31]=[CH:30][C:15]2[O:16][C:17]3[CH:29]=[CH:28][CH:27]=[CH:26][C:18]=3[C@H:19]3[CH2:23][N:22]([CH3:24])[CH2:21][C@@H:20]3[C:14]=2[CH:13]=1. The yield is 0.990. (7) The reactants are [Cl:1][C:2]1[CH:7]=[C:6]([Cl:8])[CH:5]=[CH:4][C:3]=1[C:9]1[N:10]=[C:11](/[CH:16]=[CH:17]/[C:18]2[CH:23]=[CH:22][C:21]([C:24]3[CH:29]=[CH:28][C:27]([OH:30])=[CH:26][CH:25]=3)=[CH:20][CH:19]=2)[N:12]([CH2:14][CH3:15])[CH:13]=1.Br[CH2:32][C:33]1[CH:38]=[CH:37][C:36]([CH2:39][C:40]([O:42]C)=[O:41])=[CH:35][CH:34]=1. No catalyst specified. The product is [Cl:1][C:2]1[CH:7]=[C:6]([Cl:8])[CH:5]=[CH:4][C:3]=1[C:9]1[N:10]=[C:11](/[CH:16]=[CH:17]/[C:18]2[CH:23]=[CH:22][C:21]([C:24]3[CH:25]=[CH:26][C:27]([O:30][CH2:32][C:33]4[CH:34]=[CH:35][C:36]([CH2:39][C:40]([OH:42])=[O:41])=[CH:37][CH:38]=4)=[CH:28][CH:29]=3)=[CH:20][CH:19]=2)[N:12]([CH2:14][CH3:15])[CH:13]=1. The yield is 0.370.